Dataset: Peptide-MHC class I binding affinity with 185,985 pairs from IEDB/IMGT. Task: Regression. Given a peptide amino acid sequence and an MHC pseudo amino acid sequence, predict their binding affinity value. This is MHC class I binding data. (1) The peptide sequence is QIQAGNFHW. The MHC is HLA-A02:19 with pseudo-sequence HLA-A02:19. The binding affinity (normalized) is 0.0847. (2) The peptide sequence is GYPALMPL. The MHC is HLA-A24:02 with pseudo-sequence HLA-A24:02. The binding affinity (normalized) is 0.